From a dataset of Forward reaction prediction with 1.9M reactions from USPTO patents (1976-2016). Predict the product of the given reaction. (1) Given the reactants [NH2:1][C:2]1[C:3]([Cl:8])=[N:4][CH:5]=[CH:6][CH:7]=1.CO[CH:11]=[C:12]1[C:17](=[O:18])[O:16][C:15]([CH3:20])([CH3:19])[O:14][C:13]1=[O:21], predict the reaction product. The product is: [Cl:8][C:3]1[C:2]([NH:1][CH:11]=[C:12]2[C:13](=[O:21])[O:14][C:15]([CH3:19])([CH3:20])[O:16][C:17]2=[O:18])=[CH:7][CH:6]=[CH:5][N:4]=1. (2) Given the reactants [C:1]([O:5][C:6](=[O:14])[NH:7][CH2:8][CH:9]1[CH2:12][CH:11]([OH:13])[CH2:10]1)([CH3:4])([CH3:3])[CH3:2].[N+:15]([C:18]1[CH:26]=[CH:25][C:21]([C:22](O)=[O:23])=[CH:20][CH:19]=1)([O-:17])=[O:16].C1(P(C2C=CC=CC=2)C2C=CC=CC=2)C=CC=CC=1.CC(OC(/N=N/C(OC(C)C)=O)=O)C, predict the reaction product. The product is: [C:1]([O:5][C:6]([NH:7][CH2:8][CH:9]1[CH2:10][CH:11]([O:13][C:22](=[O:23])[C:21]2[CH:20]=[CH:19][C:18]([N+:15]([O-:17])=[O:16])=[CH:26][CH:25]=2)[CH2:12]1)=[O:14])([CH3:4])([CH3:2])[CH3:3]. (3) Given the reactants Cl.[NH2:2][C:3]1[N:8]=[CH:7][N:6]=[C:5]2[N:9]([CH:13]([C:15]3[O:16][C:17](=[O:31])[C:18]4[C:23]([C:24]=3[C:25]3[CH2:26][CH2:27][NH:28][CH2:29][CH:30]=3)=[CH:22][CH:21]=[CH:20][CH:19]=4)[CH3:14])[N:10]=[C:11]([I:12])[C:4]=12.[CH:32]([N:35]1[CH2:40][CH2:39][C:38](=O)[CH2:37][CH2:36]1)([CH3:34])[CH3:33].CCN(C(C)C)C(C)C.S([O-])([O-])(=O)=O.[Na+].[Na+].C(O)(=O)C.C(O[BH-](OC(=O)C)OC(=O)C)(=O)C.[Na+], predict the reaction product. The product is: [CH:17]([OH:31])=[O:16].[NH2:2][C:3]1[N:8]=[CH:7][N:6]=[C:5]2[N:9]([CH:13]([C:15]3[O:16][C:17](=[O:31])[C:18]4[C:23]([C:24]=3[C:25]3[CH2:26][CH2:27][N:28]([CH:38]5[CH2:39][CH2:40][N:35]([CH:32]([CH3:34])[CH3:33])[CH2:36][CH2:37]5)[CH2:29][CH:30]=3)=[CH:22][CH:21]=[CH:20][CH:19]=4)[CH3:14])[N:10]=[C:11]([I:12])[C:4]=12. (4) The product is: [CH3:33][O:32][C:22]1[CH:21]=[C:20]([NH:19][C:17]2[CH:16]=[C:15]([C:34]([F:36])([F:37])[F:35])[CH:14]=[C:13]([NH:6][C:5]3[CH:7]=[CH:8][CH:9]=[C:3]([C:2]([F:10])([F:11])[F:1])[CH:4]=3)[N:18]=2)[CH:25]=[CH:24][C:23]=1[N:26]1[CH:30]=[C:29]([CH3:31])[N:28]=[CH:27]1. Given the reactants [F:1][C:2]([F:11])([F:10])[C:3]1[CH:4]=[C:5]([CH:7]=[CH:8][CH:9]=1)[NH2:6].Cl[C:13]1[N:18]=[C:17]([NH:19][C:20]2[CH:25]=[CH:24][C:23]([N:26]3[CH:30]=[C:29]([CH3:31])[N:28]=[CH:27]3)=[C:22]([O:32][CH3:33])[CH:21]=2)[CH:16]=[C:15]([C:34]([F:37])([F:36])[F:35])[CH:14]=1, predict the reaction product. (5) The product is: [Cl:2][C:3]1[N:11]=[C:10]2[C:6]([N:7]=[CH:8][N:9]2[C@@H:31]2[O:32][C@H:33]([CH2:34][O:35][C:36]([C:38]3[CH:39]=[CH:40][C:41]([CH3:44])=[CH:42][CH:43]=3)=[O:37])[C@@H:29]([O:28][C:26]([C:23]3[CH:22]=[CH:21][C:20]([CH3:46])=[CH:25][CH:24]=3)=[O:27])[CH2:30]2)=[C:5]([N:12]2[CH:16]=[CH:15][N:14]=[C:13]2[CH2:17][CH2:18][CH3:19])[N:4]=1. Given the reactants [Na].[Cl:2][C:3]1[N:11]=[C:10]2[C:6]([NH:7][CH:8]=[N:9]2)=[C:5]([N:12]2[CH:16]=[CH:15][N:14]=[C:13]2[CH2:17][CH2:18][CH3:19])[N:4]=1.[C:20]1([CH3:46])[CH:25]=[CH:24][C:23]([C:26]([O:28][C@@H:29]2[C@@H:33]([CH2:34][O:35][C:36]([C:38]3[CH:43]=[CH:42][C:41]([CH3:44])=[CH:40][CH:39]=3)=[O:37])[O:32][C@H:31](Cl)[CH2:30]2)=[O:27])=[CH:22][CH:21]=1, predict the reaction product. (6) Given the reactants C[O:2][C:3](=O)[CH2:4][C:5](=O)[CH3:6].Br[CH2:10][C:11]([C:13]1[CH:18]=[C:17]([F:19])[CH:16]=[CH:15][C:14]=1[O:20][CH3:21])=O.[CH:22]1([CH2:25][NH2:26])[CH2:24][CH2:23]1.[CH:27]1([NH2:33])[CH2:32][CH2:31][CH2:30][CH2:29][CH2:28]1, predict the reaction product. The product is: [CH:27]1([NH:33][C:3]([C:4]2[CH:10]=[C:11]([C:13]3[CH:18]=[C:17]([F:19])[CH:16]=[CH:15][C:14]=3[O:20][CH3:21])[N:26]([CH2:25][CH:22]3[CH2:24][CH2:23]3)[C:5]=2[CH3:6])=[O:2])[CH2:32][CH2:31][CH2:30][CH2:29][CH2:28]1. (7) Given the reactants [CH3:1][C:2]1[CH:7]=[CH:6][CH:5]=[C:4]([CH3:8])[C:3]=1[NH:9][C:10]([NH:12][C:13]1[C:22]2[C:17](=[CH:18][C:19]([O:25][CH2:26][CH:27]3[CH2:32][CH2:31][N:30]([CH3:33])[CH2:29][CH2:28]3)=[C:20]([O:23][CH3:24])[CH:21]=2)[N:16]=[CH:15][N:14]=1)=S.[NH3:34], predict the reaction product. The product is: [CH3:1][C:2]1[CH:7]=[CH:6][CH:5]=[C:4]([CH3:8])[C:3]=1[NH:9][C:10]([NH:12][C:13]1[C:22]2[C:17](=[CH:18][C:19]([O:25][CH2:26][CH:27]3[CH2:32][CH2:31][N:30]([CH3:33])[CH2:29][CH2:28]3)=[C:20]([O:23][CH3:24])[CH:21]=2)[N:16]=[CH:15][N:14]=1)=[NH:34].